Dataset: Forward reaction prediction with 1.9M reactions from USPTO patents (1976-2016). Task: Predict the product of the given reaction. (1) Given the reactants [N:1]1[C:6]2[CH2:7][CH2:8][N:9]([CH2:11][CH2:12][CH2:13][CH2:14][O:15][C:16]3[CH:25]=[C:24]4[C:19]([CH2:20][CH2:21][C:22](=[O:26])[NH:23]4)=[CH:18][CH:17]=3)[CH2:10][C:5]=2[CH:4]=[N:3][CH:2]=1.[F:27][C:28]1C=[CH:32][CH:31]=[CH:30][C:29]=1N1C=C2CNCCC2=N1, predict the reaction product. The product is: [F:27][C:28]1[CH:29]=[CH:30][CH:31]=[CH:32][C:2]=1[N:3]1[CH:4]=[C:5]2[CH2:10][N:9]([CH2:11][CH2:12][CH2:13][CH2:14][O:15][C:16]3[CH:25]=[C:24]4[C:19]([CH2:20][CH2:21][C:22](=[O:26])[NH:23]4)=[CH:18][CH:17]=3)[CH2:8][CH2:7][C:6]2=[N:1]1. (2) Given the reactants Cl.[F:2][C:3]1[CH:8]=[CH:7][C:6]([C:9](=[O:21])[CH2:10][C:11]2[NH:15][C:14]3[CH2:16][CH2:17][CH2:18][CH:19]([CH3:20])[C:13]=3[N:12]=2)=[CH:5][CH:4]=1.C[O-].[Na+].[C:25](OC)(=[O:28])[C:26]#[CH:27], predict the reaction product. The product is: [F:2][C:3]1[CH:8]=[CH:7][C:6]([C:9]([C:10]2[CH:27]=[CH:26][C:25](=[O:28])[N:15]3[C:14]4[CH2:16][CH2:17][CH2:18][CH:19]([CH3:20])[C:13]=4[NH:12][C:11]=23)=[O:21])=[CH:5][CH:4]=1. (3) Given the reactants [Cl:1][C:2]1[CH:3]=[N:4][C:5]2[N:6]([N:8]=[C:9]([C:11]([OH:13])=O)[CH:10]=2)[CH:7]=1.[CH3:14][CH:15]1[C:24]2[C:19](=[CH:20][CH:21]=[C:22]([C:25]3[CH:30]=[CH:29][CH:28]=[CH:27][N:26]=3)[CH:23]=2)[CH2:18][CH2:17][NH:16]1, predict the reaction product. The product is: [Cl:1][C:2]1[CH:3]=[N:4][C:5]2[N:6]([N:8]=[C:9]([C:11]([N:16]3[CH2:17][CH2:18][C:19]4[C:24](=[CH:23][C:22]([C:25]5[CH:30]=[CH:29][CH:28]=[CH:27][N:26]=5)=[CH:21][CH:20]=4)[CH:15]3[CH3:14])=[O:13])[CH:10]=2)[CH:7]=1. (4) Given the reactants [CH2:1]([NH:4][C:5]1[C:14]2[C:9](=[CH:10][CH:11]=[C:12]([N+:15]([O-:17])=[O:16])[CH:13]=2)[N:8]=[C:7](Cl)[N:6]=1)[CH:2]=[CH2:3].[CH2:19]([NH2:24])[C:20]([CH3:23])([CH3:22])[CH3:21].O, predict the reaction product. The product is: [CH2:1]([NH:4][C:5]1[C:14]2[C:9](=[CH:10][CH:11]=[C:12]([N+:15]([O-:17])=[O:16])[CH:13]=2)[N:8]=[C:7]([NH:24][CH2:19][C:20]([CH3:23])([CH3:22])[CH3:21])[N:6]=1)[CH:2]=[CH2:3]. (5) Given the reactants N1C=CC=C1.[CH3:6][O:7][CH2:8][CH2:9][NH2:10].[OH:11][C:12]1[CH:17]=[CH:16][C:15]([C:18](=O)[CH2:19][CH2:20][C:21]([C:23]2[CH:31]=[CH:30][C:26]([C:27]([OH:29])=[O:28])=[CH:25][CH:24]=2)=O)=[CH:14][CH:13]=1, predict the reaction product. The product is: [OH:11][C:12]1[CH:17]=[CH:16][C:15]([C:18]2[N:10]([CH2:9][CH2:8][O:7][CH3:6])[C:21]([C:23]3[CH:24]=[CH:25][C:26]([C:27]([OH:29])=[O:28])=[CH:30][CH:31]=3)=[CH:20][CH:19]=2)=[CH:14][CH:13]=1. (6) Given the reactants [N:1]1[C:10]2[C:5](=[CH:6][CH:7]=[CH:8][CH:9]=2)[CH:4]=[CH:3][C:2]=1[N:11]1[CH2:16][CH2:15][CH:14]([O:17][C:18]2[C:23]([N:24]3[CH2:29][CH2:28][CH:27]([C:30]#N)[CH2:26][CH2:25]3)=[CH:22][CH:21]=[CH:20][N:19]=2)[CH2:13][CH2:12]1.CC(C[AlH]CC(C)C)C.C1C[O:44]CC1, predict the reaction product. The product is: [N:1]1[C:10]2[C:5](=[CH:6][CH:7]=[CH:8][CH:9]=2)[CH:4]=[CH:3][C:2]=1[N:11]1[CH2:16][CH2:15][CH:14]([O:17][C:18]2[C:23]([N:24]3[CH2:29][CH2:28][CH:27]([CH:30]=[O:44])[CH2:26][CH2:25]3)=[CH:22][CH:21]=[CH:20][N:19]=2)[CH2:13][CH2:12]1. (7) Given the reactants Br[CH2:2][CH:3]=[CH:4][CH3:5].C(Cl)[C:7](=[CH2:9])[CH3:8], predict the reaction product. The product is: [CH3:5]/[CH:4]=[CH:3]/[CH2:2][C:2]#[C:3][CH2:4][CH2:5][CH2:8][CH2:7][CH3:9].